From a dataset of Full USPTO retrosynthesis dataset with 1.9M reactions from patents (1976-2016). Predict the reactants needed to synthesize the given product. (1) Given the product [CH3:1][O:2][C:3]([C:5]1[CH:10]=[C:9]([N:11]2[CH2:16][CH2:15][NH:14][CH2:13][CH2:12]2)[N:8]=[C:7]([C:24]2[CH:29]=[CH:28][N:27]=[C:26]([NH:30][CH:31]3[CH2:36][CH2:35][CH2:34][CH2:33][CH2:32]3)[CH:25]=2)[CH:6]=1)=[O:4], predict the reactants needed to synthesize it. The reactants are: [CH3:1][O:2][C:3]([C:5]1[CH:10]=[C:9]([N:11]2[CH2:16][CH2:15][N:14](C(OC(C)(C)C)=O)[CH2:13][CH2:12]2)[N:8]=[C:7]([C:24]2[CH:29]=[CH:28][N:27]=[C:26]([NH:30][CH:31]3[CH2:36][CH2:35][CH2:34][CH2:33][CH2:32]3)[CH:25]=2)[CH:6]=1)=[O:4].C(O)(C(F)(F)F)=O. (2) Given the product [CH2:20]([O:19][C:17](=[O:18])[NH:1][C:2]1[CH:7]=[CH:6][C:5]([C:8]2[N:12]([CH3:13])[C:11]([C:14]#[N:15])=[CH:10][CH:9]=2)=[CH:4][CH:3]=1)[CH3:21], predict the reactants needed to synthesize it. The reactants are: [NH2:1][C:2]1[CH:7]=[CH:6][C:5]([C:8]2[N:12]([CH3:13])[C:11]([C:14]#[N:15])=[CH:10][CH:9]=2)=[CH:4][CH:3]=1.Cl[C:17]([O:19][CH2:20][CH3:21])=[O:18]. (3) Given the product [CH3:21][CH:20]([N:22]1[C:26]([C:27]([NH:29][C:30]2[CH:38]=[C:37]([C:10]3[CH:15]=[CH:14][N:13]=[C:12]4[NH:16][CH:17]=[CH:18][C:11]=34)[CH:36]=[C:35]3[C:31]=2[CH:32]=[N:33][NH:34]3)=[O:28])=[CH:25][CH:24]=[N:23]1)[CH3:19], predict the reactants needed to synthesize it. The reactants are: P([O-])([O-])([O-])=O.[K+].[K+].[K+].Br[C:10]1[CH:15]=[CH:14][N:13]=[C:12]2[NH:16][CH:17]=[CH:18][C:11]=12.[CH3:19][CH:20]([N:22]1[C:26]([C:27]([NH:29][C:30]2[C:31]3[C:35]([CH:36]=[C:37](B4OC(C)(C)CC(C)(C)O4)[CH:38]=2)=[N:34][N:33](C2CCCCO2)[CH:32]=3)=[O:28])=[CH:25][CH:24]=[N:23]1)[CH3:21].O. (4) Given the product [C:22]1([P:21]([C:15]2[CH:16]=[CH:17][CH:18]=[CH:19][CH:20]=2)[C:8]2[CH:9]=[CH:10][CH:11]=[CH:12][C:7]=2[Br:6])[CH:23]=[CH:24][CH:25]=[CH:26][CH:27]=1, predict the reactants needed to synthesize it. The reactants are: C([Mg]Cl)(C)C.[Br:6][C:7]1[CH:12]=[CH:11][CH:10]=[CH:9][C:8]=1I.[Cl-].[C:15]1([PH:21][C:22]2[CH:27]=[CH:26][CH:25]=[CH:24][CH:23]=2)[CH:20]=[CH:19][CH:18]=[CH:17][CH:16]=1.C(O)C.